This data is from Peptide-MHC class II binding affinity with 134,281 pairs from IEDB. The task is: Regression. Given a peptide amino acid sequence and an MHC pseudo amino acid sequence, predict their binding affinity value. This is MHC class II binding data. (1) The peptide sequence is DVKFPGGQQIVGGVY. The MHC is HLA-DQA10501-DQB10301 with pseudo-sequence HLA-DQA10501-DQB10301. The binding affinity (normalized) is 0.446. (2) The peptide sequence is TAAVELARALVRAVA. The MHC is DRB1_0101 with pseudo-sequence DRB1_0101. The binding affinity (normalized) is 0.763.